Dataset: Forward reaction prediction with 1.9M reactions from USPTO patents (1976-2016). Task: Predict the product of the given reaction. Given the reactants [C:1]([C:5]1[CH:6]=[C:7]2[C:11](=[CH:12][CH:13]=1)[C@H:10]([NH:14][C:15]([NH:17][C:18]1[CH:26]=[CH:25][CH:24]=[C:23]3[C:19]=1[CH:20]=[N:21][NH:22]3)=[O:16])[CH2:9][CH2:8]2)([CH3:4])([CH3:3])[CH3:2].[H-].[Na+].[CH3:29][N:30]1[CH2:35][CH2:34][N:33]([C:36](Cl)=[O:37])[CH2:32][CH2:31]1.O, predict the reaction product. The product is: [C:1]([C:5]1[CH:6]=[C:7]2[C:11](=[CH:12][CH:13]=1)[C@H:10]([NH:14][C:15]([NH:17][C:18]1[CH:26]=[CH:25][CH:24]=[C:23]3[C:19]=1[CH:20]=[N:21][N:22]3[C:36]([N:33]1[CH2:34][CH2:35][N:30]([CH3:29])[CH2:31][CH2:32]1)=[O:37])=[O:16])[CH2:9][CH2:8]2)([CH3:4])([CH3:2])[CH3:3].